From a dataset of Reaction yield outcomes from USPTO patents with 853,638 reactions. Predict the reaction yield, written as a fraction of the theoretical maximum amount of product (1.0 means a 100% yield; for example, 0.34 means a 34% yield). (1) The reactants are [F:1][C:2]1[CH:16]=[C:15]([N+:17]([O-])=O)[CH:14]=[CH:13][C:3]=1[O:4][C:5]1[CH:10]=[CH:9][N:8]=[CH:7][C:6]=1[CH:11]=[CH2:12]. The catalyst is [C].[Pd].CCOC(C)=O.CO. The product is [CH2:11]([C:6]1[CH:7]=[N:8][CH:9]=[CH:10][C:5]=1[O:4][C:3]1[CH:13]=[CH:14][C:15]([NH2:17])=[CH:16][C:2]=1[F:1])[CH3:12]. The yield is 0.630. (2) The reactants are O=[C:2]1[C:11]2[C:10]([C:12](OCC)=O)=[CH:9][CH:8]=[CH:7][C:6]=2[NH:5][CH:4]([C:17]2[CH:22]=[CH:21][N:20]=[CH:19][CH:18]=2)[CH:3]1[C:23]1[CH:28]=[CH:27][CH:26]=[CH:25][CH:24]=1.[OH2:29].[NH2:30][NH2:31]. The catalyst is CO. The product is [C:23]1([CH:3]2[C:2]3=[N:30][NH:31][C:12](=[O:29])[C:10]4[CH:9]=[CH:8][CH:7]=[C:6]([C:11]=43)[NH:5][CH:4]2[C:17]2[CH:22]=[CH:21][N:20]=[CH:19][CH:18]=2)[CH:28]=[CH:27][CH:26]=[CH:25][CH:24]=1. The yield is 0.480. (3) The reactants are [Cl:1][C:2]1[C:3]([CH3:28])=[C:4]([NH:10][C@H:11]([C@@H:25]([OH:27])[CH3:26])[C:12]([NH:14][NH:15][C:16](=[O:24])[C:17]2[CH:22]=[CH:21][C:20]([F:23])=[CH:19][CH:18]=2)=[O:13])[CH:5]=[CH:6][C:7]=1[C:8]#[N:9].[CH3:29][C:30]([Si:33](Cl)([CH3:35])[CH3:34])([CH3:32])[CH3:31].N1C=CN=C1. No catalyst specified. The product is [Si:33]([O:27][C@@H:25]([CH3:26])[C@@H:11]([NH:10][C:4]1[CH:5]=[CH:6][C:7]([C:8]#[N:9])=[C:2]([Cl:1])[C:3]=1[CH3:28])[C:12]([NH:14][NH:15][C:16](=[O:24])[C:17]1[CH:22]=[CH:21][C:20]([F:23])=[CH:19][CH:18]=1)=[O:13])([C:30]([CH3:32])([CH3:31])[CH3:29])([CH3:35])[CH3:34]. The yield is 0.500. (4) The reactants are O[Li].O.C([O:6][C:7](=[O:25])[CH2:8][C:9]([N:11]([C:13]1[CH:18]=[CH:17][C:16]([C:19]2[CH:24]=[CH:23][CH:22]=[CH:21][CH:20]=2)=[CH:15][CH:14]=1)[CH3:12])=[O:10])C.C1COCC1.Cl. The catalyst is CO.O. The product is [C:16]1([C:19]2[CH:20]=[CH:21][CH:22]=[CH:23][CH:24]=2)[CH:17]=[CH:18][C:13]([N:11]([CH3:12])[C:9](=[O:10])[CH2:8][C:7]([OH:25])=[O:6])=[CH:14][CH:15]=1. The yield is 0.952. (5) The reactants are [CH3:1][C:2]1[C:6]([CH3:7])=[C:5]([NH:8][C:9](=[O:16])OCC(Cl)(Cl)Cl)[O:4][N:3]=1.[F:17][C:18]1[CH:23]=[C:22]([F:24])[CH:21]=[CH:20][C:19]=1[C:25]1[CH:30]=[C:29]([N:31]2[CH2:36][CH2:35][NH:34][CH2:33][CH2:32]2)[N:28]=[CH:27][N:26]=1. The catalyst is C(OCC)(=O)C.CCCCCC. The product is [F:17][C:18]1[CH:23]=[C:22]([F:24])[CH:21]=[CH:20][C:19]=1[C:25]1[N:26]=[CH:27][N:28]=[C:29]([N:31]2[CH2:32][CH2:33][N:34]([C:9]([NH:8][C:5]3[O:4][N:3]=[C:2]([CH3:1])[C:6]=3[CH3:7])=[O:16])[CH2:35][CH2:36]2)[CH:30]=1. The yield is 0.500.